This data is from Catalyst prediction with 721,799 reactions and 888 catalyst types from USPTO. The task is: Predict which catalyst facilitates the given reaction. Reactant: [CH2:1]([NH:8][S:9]([C:12]1[CH:17]=[CH:16][C:15]([CH:18]=O)=[CH:14][CH:13]=1)(=[O:11])=[O:10])[C:2]1[CH:7]=[CH:6][CH:5]=[CH:4][CH:3]=1.[NH2:20][C:21]1[CH:22]=[C:23]([CH:27]=[CH:28][C:29]=1[NH2:30])[C:24]([NH2:26])=[O:25].S(S([O-])=O)([O-])(=O)=O.[Na+].[Na+]. Product: [CH2:1]([NH:8][S:9]([C:12]1[CH:13]=[CH:14][C:15]([C:18]2[NH:30][C:29]3[CH:28]=[CH:27][C:23]([C:24]([NH2:26])=[O:25])=[CH:22][C:21]=3[N:20]=2)=[CH:16][CH:17]=1)(=[O:10])=[O:11])[C:2]1[CH:3]=[CH:4][CH:5]=[CH:6][CH:7]=1. The catalyst class is: 3.